From a dataset of NCI-60 drug combinations with 297,098 pairs across 59 cell lines. Regression. Given two drug SMILES strings and cell line genomic features, predict the synergy score measuring deviation from expected non-interaction effect. (1) Drug 1: CC1=C(C=C(C=C1)NC2=NC=CC(=N2)N(C)C3=CC4=NN(C(=C4C=C3)C)C)S(=O)(=O)N.Cl. Drug 2: C1=CC(=CC=C1C#N)C(C2=CC=C(C=C2)C#N)N3C=NC=N3. Cell line: SF-539. Synergy scores: CSS=11.2, Synergy_ZIP=-4.95, Synergy_Bliss=-1.28, Synergy_Loewe=-1.31, Synergy_HSA=0.781. (2) Drug 1: CC(C1=C(C=CC(=C1Cl)F)Cl)OC2=C(N=CC(=C2)C3=CN(N=C3)C4CCNCC4)N. Drug 2: CC1=CC2C(CCC3(C2CCC3(C(=O)C)OC(=O)C)C)C4(C1=CC(=O)CC4)C. Cell line: OVCAR-5. Synergy scores: CSS=4.98, Synergy_ZIP=-0.285, Synergy_Bliss=3.36, Synergy_Loewe=-7.70, Synergy_HSA=-0.228. (3) Drug 1: CC1=CC2C(CCC3(C2CCC3(C(=O)C)OC(=O)C)C)C4(C1=CC(=O)CC4)C. Drug 2: C1CN(CCN1C(=O)CCBr)C(=O)CCBr. Cell line: IGROV1. Synergy scores: CSS=26.9, Synergy_ZIP=-11.2, Synergy_Bliss=-2.67, Synergy_Loewe=-16.0, Synergy_HSA=-1.93. (4) Drug 1: COC1=C(C=C2C(=C1)N=CN=C2NC3=CC(=C(C=C3)F)Cl)OCCCN4CCOCC4. Drug 2: C1=CC=C(C=C1)NC(=O)CCCCCCC(=O)NO. Cell line: KM12. Synergy scores: CSS=50.0, Synergy_ZIP=17.9, Synergy_Bliss=17.0, Synergy_Loewe=19.1, Synergy_HSA=21.0. (5) Drug 2: C1CN(P(=O)(OC1)NCCCl)CCCl. Drug 1: C1=NC(=NC(=O)N1C2C(C(C(O2)CO)O)O)N. Cell line: LOX IMVI. Synergy scores: CSS=35.8, Synergy_ZIP=-0.389, Synergy_Bliss=1.11, Synergy_Loewe=-18.4, Synergy_HSA=1.52.